This data is from Full USPTO retrosynthesis dataset with 1.9M reactions from patents (1976-2016). The task is: Predict the reactants needed to synthesize the given product. (1) Given the product [F:31][C:2]([F:1])([F:30])[C:3]1[CH:4]=[C:5]([CH:23]=[C:24]([C:26]([F:27])([F:28])[F:29])[CH:25]=1)[C:6]([N:8]1[CH2:13][CH2:12][N:11]([CH2:40][C:39]#[CH:38])[CH2:10][C@H:9]1[CH2:14][C:15]1[CH:20]=[CH:19][C:18]([CH3:21])=[C:17]([CH3:22])[CH:16]=1)=[O:7], predict the reactants needed to synthesize it. The reactants are: [F:1][C:2]([F:31])([F:30])[C:3]1[CH:4]=[C:5]([CH:23]=[C:24]([C:26]([F:29])([F:28])[F:27])[CH:25]=1)[C:6]([N:8]1[CH2:13][CH2:12][NH:11][CH2:10][C@H:9]1[CH2:14][C:15]1[CH:20]=[CH:19][C:18]([CH3:21])=[C:17]([CH3:22])[CH:16]=1)=[O:7].C(=O)([O-])[O-].[K+].[K+].[CH2:38](Br)[C:39]#[CH:40].O. (2) Given the product [Br:1][CH2:9][C:10]1[CH:19]=[C:18]2[C:13]([CH:14]=[CH:15][CH:16]=[C:17]2[C:20]([OH:22])=[O:21])=[CH:12][CH:11]=1, predict the reactants needed to synthesize it. The reactants are: [Br:1]N1C(=O)CCC1=O.[CH3:9][C:10]1[CH:19]=[C:18]2[C:13]([CH:14]=[CH:15][CH:16]=[C:17]2[C:20]([OH:22])=[O:21])=[CH:12][CH:11]=1.C(OOC(=O)C1C=CC=CC=1)(=O)C1C=CC=CC=1. (3) Given the product [CH2:2]([C:3]1[CH:4]=[CH:5][C:6]([CH2:9][CH2:10][O:11][C:12]2[CH:17]=[CH:16][C:15]([CH:18]=[O:36])=[CH:14][CH:13]=2)=[N:7][CH:8]=1)[CH3:1], predict the reactants needed to synthesize it. The reactants are: [CH3:1][CH2:2][C:3]1[CH:4]=[CH:5][C:6]([CH2:9][CH2:10][O:11][C:12]2[CH:13]=[CH:14][C:15]([CH2:18]C3SC(=O)NC3=O)=[CH:16][CH:17]=2)=[N:7][CH:8]=1.C(C1C=CC(CC[OH:36])=NC=1)C.C1(C)C=CC(S(Cl)(=O)=O)=CC=1.[OH-].[Na+].OC1C=CC(C=O)=CC=1. (4) Given the product [Cl:1][C:2]1[N:3]=[CH:4][C:5]([C:6]([N:11]2[CH2:16][CH2:15][O:14][CH2:13][CH2:12]2)=[O:7])=[CH:9][CH:10]=1, predict the reactants needed to synthesize it. The reactants are: [Cl:1][C:2]1[CH:10]=[CH:9][C:5]([C:6](Cl)=[O:7])=[CH:4][N:3]=1.[NH:11]1[CH2:16][CH2:15][O:14][CH2:13][CH2:12]1.C(N(CC)CC)C. (5) Given the product [C:1]([C:3]1[CH:8]=[CH:7][C:6]([N:9]2[C:13](=[O:14])[C:12]([CH3:16])([CH3:15])[N:11]([C:17]3[CH:28]=[CH:27][C:20]([O:21][CH2:22][C:23]([OH:25])=[O:24])=[C:19]([F:29])[CH:18]=3)[C:10]2=[S:30])=[CH:5][C:4]=1[C:31]([F:32])([F:33])[F:34])#[N:2], predict the reactants needed to synthesize it. The reactants are: [C:1]([C:3]1[CH:8]=[CH:7][C:6]([N:9]2[C:13](=[O:14])[C:12]([CH3:16])([CH3:15])[N:11]([C:17]3[CH:28]=[CH:27][C:20]([O:21][CH2:22][C:23]([O:25]C)=[O:24])=[C:19]([F:29])[CH:18]=3)[C:10]2=[S:30])=[CH:5][C:4]=1[C:31]([F:34])([F:33])[F:32])#[N:2].[OH-].[Na+]. (6) Given the product [ClH:1].[CH2:35]([N:4]([CH2:2][CH3:3])[C:5]([CH:7]1[CH2:12][CH2:11][CH2:10][N:9]([CH2:13][C:14]2[CH:19]=[CH:18][CH:17]=[C:16]([NH:20][C:21]([NH:23][C:24]3[N:25]=[C:26]([C:29]4[CH:30]=[CH:31][N:32]=[CH:33][CH:34]=4)[S:27][CH:28]=3)=[O:22])[N:15]=2)[CH2:8]1)=[O:6])[CH3:36], predict the reactants needed to synthesize it. The reactants are: [ClH:1].[CH2:2]([N:4]([CH2:35][CH3:36])[C:5]([CH:7]1[CH2:12][CH2:11][CH2:10][N:9]([CH2:13][C:14]2[CH:19]=[CH:18][CH:17]=[C:16]([NH:20][C:21]([NH:23][C:24]3[N:25]=[C:26]([C:29]4[CH:34]=[CH:33][N:32]=[CH:31][CH:30]=4)[S:27][CH:28]=3)=[O:22])[N:15]=2)[CH2:8]1)=[O:6])[CH3:3].CO. (7) Given the product [CH:1]1([C@H:4]2[C@H:13]([CH3:14])[C@@H:12]([NH:15][C:16]3[C:21]([OH:22])=[CH:20][CH:19]=[CH:18][N:17]=3)[C:11]3[C:6](=[CH:7][CH:8]=[C:9]([F:24])[CH:10]=3)[N:5]2[C:25](=[O:27])[CH3:26])[CH2:2][CH2:3]1, predict the reactants needed to synthesize it. The reactants are: [CH:1]1([C@H:4]2[C@H:13]([CH3:14])[C@@H:12]([NH:15][C:16]3[C:21]([O:22]C)=[CH:20][CH:19]=[CH:18][N:17]=3)[C:11]3[C:6](=[CH:7][CH:8]=[C:9]([F:24])[CH:10]=3)[N:5]2[C:25](=[O:27])[CH3:26])[CH2:3][CH2:2]1.[I-].[Li+]. (8) Given the product [NH2:16][C:3]1([CH2:5][C:6]([O:8][CH3:9])=[O:7])[CH2:4][O:1][CH2:2]1, predict the reactants needed to synthesize it. The reactants are: [O:1]1[CH2:4][C:3](=[CH:5][C:6]([O:8][CH3:9])=[O:7])[CH2:2]1.COC(=O)C=C1C[N:16](C(OC(C)(C)C)=O)C1.